This data is from Experimentally validated miRNA-target interactions with 360,000+ pairs, plus equal number of negative samples. The task is: Binary Classification. Given a miRNA mature sequence and a target amino acid sequence, predict their likelihood of interaction. (1) The miRNA is mmu-miR-3076-3p with sequence CGCACUCUGGUCUUCCCUUGCAG. The protein sequence of the target gene is MAELGEADEAELQRLVAAEQQKAQFTAQVHHFMELCWDKCVEKPGNRLDSRTENCLSSCVDRFIDTTLAITSRFAQIVQKGGQ. Result: 0 (no interaction). (2) The miRNA is hsa-miR-1269b with sequence CUGGACUGAGCCAUGCUACUGG. The protein sequence of the target gene is MVGADPTRPRGPLSYWAGRRGQGLAAIFLLLVSAAESEARAEDDFSLVQPLVTMEQLLWVSGKQIGSVDTFRIPLITATPRGTLLAFAEARKKSASDEGAKFIAMRRSTDQGSTWSSTAFIVDDGEASDGLNLGAVVNDVDTGIVFLIYTLCAHKVNCQVASTMLVWSKDDGISWSPPRNLSVDIGTEMFAPGPGSGIQKQREPGKGRLIVCGHGTLERDGVFCLLSDDHGASWHYGTGVSGIPFGQPKHDHDFNPDECQPYELPDGSVIINARNQNNYHCRCRIVLRSYDACDTLRPRD.... Result: 0 (no interaction). (3) The miRNA is mmu-miR-490-3p with sequence CAACCUGGAGGACUCCAUGCUG. The protein sequence of the target gene is MAEPVSPLKHFVLAKKAITAIFDQLLEFVTEGSHFVEATYKNPELDRIATEDDLVEMQGYKDKLSIIGEVLSRRHMKVAFFGRTSSGKSSVINAMLWDKVLPSGIGHITNCFLSVEGTDGDKAYLMTEGSDEKKSVKTVNQLAHALHMDKDLKAGCLVRVFWPKAKCALLRDDLVLVDSPGTDVTTELDSWIDKFCLDADVFVLVANSESTLMNTEKHFFHKVNERLSKPNIFILNNRWDASASEPEYMEDVRRQHMERCLHFLVEELKVVNALEAQNRIFFVSAKEVLSARKQKAQGMP.... Result: 0 (no interaction). (4) The miRNA is mmu-let-7a-5p with sequence UGAGGUAGUAGGUUGUAUAGUU. The protein sequence of the target gene is MFLYNLTLQRATGISFAIHGNFSGTKQQEIVVSRGKILELLRPDPNTGKVHTLLTVEVFGVIRSLMAFRLTGGTKDYIVVGSDSGRIVILEYQPSKNMFEKIHQETFGKSGCRRIVPGQFLAVDPKGRAVMISAIEKQKLVYILNRDAAARLTISSPLEAHKANTLVYHVVGVDVGFENPMFACLEMDYEEADNDPTGEAAANTQQTLTFYELDLGLNHVVRKYSEPLEEHGNFLITVPGGSDGPSGVLICSENYITYKNFGDQPDIRCPIPRRRNDLDDPERGMIFVCSATHKTKSMFF.... Result: 0 (no interaction). (5) The miRNA is mmu-miR-7b-5p with sequence UGGAAGACUUGUGAUUUUGUUGUU. The protein sequence of the target gene is MASVKVAVRVRPMNRREKDLEAKFIIQMEKSKTTITNLKIPEGGTGDSGRERTKTFTYDFSFYSADTKSPDYVSQEMVFKTLGTDVVKSAFEGYNACVFAYGQTGSGKSYTMMGNSGDSGLIPRICEALFSRINETTRWDEASFRTEVSYLEIYNERVRDLLRRKSSKTFNLRVREHPKEGPYVEDLSKHLVQNYSDVEELMDAGNINRTTAATGMNDVSSRSHAIFTIKFTQAKFDAEMPCETVSKIHLVDLAGSERADATGATGVRLKEGGNINKSLVTLGNVISALADLSQDAANPL.... Result: 1 (interaction).